This data is from Reaction yield outcomes from USPTO patents with 853,638 reactions. The task is: Predict the reaction yield, written as a fraction of the theoretical maximum amount of product (1.0 means a 100% yield; for example, 0.34 means a 34% yield). (1) The reactants are [Cl:1][C:2]1[CH:7]=[C:6]([O:8][CH3:9])[CH:5]=[CH:4][C:3]=1[CH2:10][C:11](=O)[CH3:12].[CH3:14][C:15]([S@@:18]([NH2:20])=[O:19])([CH3:17])[CH3:16].O. The catalyst is C1COCC1.C(O[Ti](OCC)(OCC)OCC)C. The product is [Cl:1][C:2]1[CH:7]=[C:6]([O:8][CH3:9])[CH:5]=[CH:4][C:3]=1[CH2:10]/[C:11](=[N:20]\[S@@:18]([C:15]([CH3:17])([CH3:16])[CH3:14])=[O:19])/[CH3:12]. The yield is 0.720. (2) The reactants are [CH3:1][O:2][C:3]([C:5]1[CH:10]=[CH:9][C:8]([C:11]2[C:12]([CH3:49])([CH3:48])[C@H:13]3[C@:26]([CH3:29])([CH2:27][CH:28]=2)[C@@H:25]2[C@:16]([CH3:47])([C@@:17]4([CH3:46])[C@H:22]([CH2:23][CH2:24]2)[C@H:21]2[C@H:30]([C:33]([CH3:35])=[CH2:34])[CH2:31][CH2:32][C@:20]2([C:36]([O:38][Si](C(C)(C)C)(C)C)=[O:37])[CH2:19][CH2:18]4)[CH2:15][CH2:14]3)=[CH:7][CH:6]=1)=[O:4].CCCC[N+](CCCC)(CCCC)CCCC.[F-]. The catalyst is O1CCOCC1.Cl.O. The product is [CH3:1][O:2][C:3]([C:5]1[CH:10]=[CH:9][C:8]([C:11]2[C:12]([CH3:49])([CH3:48])[C@H:13]3[C@:26]([CH3:29])([CH2:27][CH:28]=2)[C@@H:25]2[C@:16]([CH3:47])([C@@:17]4([CH3:46])[C@H:22]([CH2:23][CH2:24]2)[C@H:21]2[C@H:30]([C:33]([CH3:35])=[CH2:34])[CH2:31][CH2:32][C@:20]2([C:36]([OH:38])=[O:37])[CH2:19][CH2:18]4)[CH2:15][CH2:14]3)=[CH:7][CH:6]=1)=[O:4]. The yield is 0.990. (3) The reactants are [Br:1][C:2]1[CH2:3][O:4][C:5](=[O:9])[C:6]=1[O:7][CH3:8].[Br:10]N1C(=O)CCC1=O. The catalyst is C(Cl)(Cl)(Cl)Cl.C(OOC(=O)C1C=CC=CC=1)(=O)C1C=CC=CC=1. The product is [Br:10][CH:3]1[C:2]([Br:1])=[C:6]([O:7][CH3:8])[C:5](=[O:9])[O:4]1. The yield is 0.730.